This data is from Catalyst prediction with 721,799 reactions and 888 catalyst types from USPTO. The task is: Predict which catalyst facilitates the given reaction. (1) The catalyst class is: 1. Product: [Cl:24][C:18]1[N:17]=[C:16]([CH3:15])[N:21]=[C:20]([CH:9]([C:2]2[C:3]([CH3:8])=[CH:4][C:5]([CH3:7])=[CH:6][C:1]=2[CH3:12])[C:10]#[N:11])[C:19]=1[CH3:23]. Reactant: [C:1]1([CH3:12])[CH:6]=[C:5]([CH3:7])[CH:4]=[C:3]([CH3:8])[C:2]=1[CH2:9][C:10]#[N:11].[H-].[Na+].[CH3:15][C:16]1[N:21]=[C:20](Cl)[C:19]([CH3:23])=[C:18]([Cl:24])[N:17]=1. (2) Reactant: [NH2:1][CH:2]1[C:8](=[O:9])[N:7]([CH2:10][CH3:11])[C:6]2[CH:12]=[CH:13][C:14]([N+:18]([O-:20])=[O:19])=[C:15]([O:16][CH3:17])[C:5]=2[CH2:4][CH2:3]1.Br[CH2:22][CH2:23][O:24][CH2:25][CH2:26]Br.C(=O)([O-])[O-].[K+].[K+]. Product: [CH2:10]([N:7]1[C:8](=[O:9])[CH:2]([N:1]2[CH2:26][CH2:25][O:24][CH2:23][CH2:22]2)[CH2:3][CH2:4][C:5]2[C:15]([O:16][CH3:17])=[C:14]([N+:18]([O-:20])=[O:19])[CH:13]=[CH:12][C:6]1=2)[CH3:11]. The catalyst class is: 291. (3) Reactant: [CH3:1][O:2][C:3]1[CH:8]=[CH:7][CH:6]=[CH:5][C:4]=1[CH:9]=[C:10]([CH3:12])[CH3:11]. Product: [CH2:9]([C:4]1[CH:5]=[CH:6][CH:7]=[CH:8][C:3]=1[O:2][CH3:1])[CH:10]([CH3:12])[CH3:11]. The catalyst class is: 50. (4) Reactant: [F:1][C:2]([F:26])([F:25])[C:3]([NH:5][C:6]1[CH:11]=[C:10]([O:12][C:13]2[CH:18]=[CH:17][C:16]([CH:19]=[O:20])=[CH:15][CH:14]=2)[CH:9]=[C:8]([F:21])[C:7]=1[N+:22]([O-])=O)=O.C(OCC)(OCC)OCC.C(O)CO. Product: [F:21][C:8]1[C:7]2[N:22]=[C:3]([C:2]([F:26])([F:25])[F:1])[NH:5][C:6]=2[CH:11]=[C:10]([O:12][C:13]2[CH:18]=[CH:17][C:16]([CH:19]=[O:20])=[CH:15][CH:14]=2)[CH:9]=1. The catalyst class is: 13. (5) Reactant: C1(P(C2C=CC=CC=2)C2C=CC=CC=2)C=CC=CC=1.N(C(OCC)=O)=NC(OCC)=O.O[C@H:33]1[CH2:41][N:40]2[C@H:35]([CH2:36][C:37]([O:44][CH3:45])([O:42][CH3:43])[CH2:38][CH2:39]2)[CH2:34]1.[Br-:46].[Li+]. Product: [Br:46][C@@H:33]1[CH2:41][N:40]2[C@@H:35]([CH2:36][C:37]([O:44][CH3:45])([O:42][CH3:43])[CH2:38][CH2:39]2)[CH2:34]1. The catalyst class is: 7. (6) Reactant: B(Br)(Br)Br.C([O:12][C:13]1[CH:14]=[C:15]([C:20]2[N:25]=[C:24]([C:26]([O:28][CH3:29])=[O:27])[CH:23]=[CH:22][C:21]=2[C:30]2[CH:35]=[CH:34][CH:33]=[CH:32][C:31]=2[CH3:36])[CH:16]=[CH:17][C:18]=1[Cl:19])C1C=CC=CC=1.CO.S(Cl)(Cl)=O.C([O-])(O)=O.[Na+]. Product: [Cl:19][C:18]1[CH:17]=[CH:16][C:15]([C:20]2[N:25]=[C:24]([C:26]([O:28][CH3:29])=[O:27])[CH:23]=[CH:22][C:21]=2[C:30]2[CH:35]=[CH:34][CH:33]=[CH:32][C:31]=2[CH3:36])=[CH:14][C:13]=1[OH:12]. The catalyst class is: 2. (7) Reactant: [CH2:1]([N:5]1[C:13]2[C:12](=[O:14])[NH:11][C:10](=[O:15])[N:9]([CH2:16][O:17][C:18](=[O:23])[C:19]([CH3:22])([CH3:21])[CH3:20])[C:8]=2[N:7]=[C:6]1[N:24]1[CH2:29][CH2:28][N:27]([C:30]([O:32][C:33]([CH3:36])([CH3:35])[CH3:34])=[O:31])[CH2:26][CH2:25]1)[C:2]#[C:3][CH3:4].C(=O)([O-])[O-].[K+].[K+].[CH2:43]([O:45][CH2:46][CH2:47]Br)[CH3:44]. Product: [CH2:1]([N:5]1[C:13]2[C:12](=[O:14])[N:11]([CH2:44][CH2:43][O:45][CH2:46][CH3:47])[C:10](=[O:15])[N:9]([CH2:16][O:17][C:18](=[O:23])[C:19]([CH3:22])([CH3:21])[CH3:20])[C:8]=2[N:7]=[C:6]1[N:24]1[CH2:25][CH2:26][N:27]([C:30]([O:32][C:33]([CH3:36])([CH3:35])[CH3:34])=[O:31])[CH2:28][CH2:29]1)[C:2]#[C:3][CH3:4]. The catalyst class is: 42. (8) Reactant: N/[C:2](/[CH3:6])=[CH:3]\[C:4]#[N:5].Cl.[CH:8]1([NH:12][NH2:13])[CH2:11][CH2:10][CH2:9]1.C([O-])(=O)C.[Na+]. Product: [CH:8]1([N:12]2[C:4]([NH2:5])=[CH:3][C:2]([CH3:6])=[N:13]2)[CH2:11][CH2:10][CH2:9]1. The catalyst class is: 8. (9) Reactant: [Cl:1][C:2]1[CH:3]=[C:4]([C:12]2[N:16]=[C:15]([C:17]3[CH:22]=[CH:21][C:20]([S:23]([NH:26][CH2:27][CH2:28][C:29]([O:31]C(C)(C)C)=[O:30])(=[O:25])=[O:24])=[CH:19][CH:18]=3)[O:14][N:13]=2)[CH:5]=[CH:6][C:7]=1[O:8][CH:9]([CH3:11])[CH3:10].C(O)(C(F)(F)F)=O. Product: [Cl:1][C:2]1[CH:3]=[C:4]([C:12]2[N:16]=[C:15]([C:17]3[CH:18]=[CH:19][C:20]([S:23]([NH:26][CH2:27][CH2:28][C:29]([OH:31])=[O:30])(=[O:25])=[O:24])=[CH:21][CH:22]=3)[O:14][N:13]=2)[CH:5]=[CH:6][C:7]=1[O:8][CH:9]([CH3:11])[CH3:10]. The catalyst class is: 4.